From a dataset of Full USPTO retrosynthesis dataset with 1.9M reactions from patents (1976-2016). Predict the reactants needed to synthesize the given product. (1) Given the product [Cl:35][C:32]1[CH:31]=[CH:30][C:29]([CH2:28][N:17]([S:18]([C:21]2[CH:22]=[CH:23][C:24]([F:27])=[CH:25][CH:26]=2)(=[O:20])=[O:19])[C:15]2[CH:14]=[CH:13][C:12]3[N:8]([CH2:7][C:6]([OH:39])=[O:5])[C:9]([CH2:36][CH2:37][CH3:38])=[N:10][C:11]=3[CH:16]=2)=[CH:34][CH:33]=1, predict the reactants needed to synthesize it. The reactants are: C([O:5][C:6](=[O:39])[CH2:7][N:8]1[C:12]2[CH:13]=[CH:14][C:15]([N:17]([CH2:28][C:29]3[CH:34]=[CH:33][C:32]([Cl:35])=[CH:31][CH:30]=3)[S:18]([C:21]3[CH:26]=[CH:25][C:24]([F:27])=[CH:23][CH:22]=3)(=[O:20])=[O:19])=[CH:16][C:11]=2[N:10]=[C:9]1[CH2:36][CH2:37][CH3:38])(C)(C)C.C(O)(C(F)(F)F)=O. (2) Given the product [CH3:1][N:2]([CH3:8])[CH2:3][CH:4]([OH:7])[CH2:5][CH2:34][O:15][CH2:16][CH2:17][CH2:18][CH2:19][CH2:20][CH2:21][CH2:22][CH2:23]/[CH:24]=[CH:25]\[CH2:26]/[CH:27]=[CH:28]\[CH2:29][CH2:30][CH2:31][CH2:32][CH3:33], predict the reactants needed to synthesize it. The reactants are: [CH3:1][N:2]([CH3:8])[CH2:3][CH:4]([OH:7])[CH2:5]O.[H-].[Na+].CS([O:15][CH2:16][CH2:17][CH2:18][CH2:19][CH2:20][CH2:21][CH2:22][CH2:23]/[CH:24]=[CH:25]\[CH2:26]/[CH:27]=[CH:28]\[CH2:29][CH2:30][CH2:31][CH2:32][CH3:33])(=O)=O.[C:34]1(C)C=CC=CC=1. (3) Given the product [F:13][C:14]1[C:19]([B:25]([OH:30])[OH:26])=[CH:18][C:17]([O:20][CH2:21][CH2:22][O:23][CH3:24])=[CH:16][N:15]=1, predict the reactants needed to synthesize it. The reactants are: C(NC(C)C)(C)C.[Li]CCCC.[F:13][C:14]1[CH:19]=[CH:18][C:17]([O:20][CH2:21][CH2:22][O:23][CH3:24])=[CH:16][N:15]=1.[B:25](OC(C)C)([O:30]C(C)C)[O:26]C(C)C. (4) Given the product [Cl:21][C:13]1[CH:14]=[C:15]([C:16](=[O:17])[N:3]([CH3:4])[CH3:2])[CH:19]=[CH:20][C:12]=1[C:10]([O:9][C:5]([CH3:8])([CH3:7])[CH3:6])=[O:11], predict the reactants needed to synthesize it. The reactants are: Cl.[CH3:2][NH:3][CH3:4].[C:5]([O:9][C:10]([C:12]1[CH:20]=[CH:19][C:15]([C:16](O)=[O:17])=[CH:14][C:13]=1[Cl:21])=[O:11])([CH3:8])([CH3:7])[CH3:6]. (5) The reactants are: CC1(C)[O:6][CH:5]([CH2:7][N:8]([C:13]2[N:18]=[C:17]([C:19]3[CH:24]=[CH:23][C:22]([O:25][C:26]4[CH:31]=[CH:30][C:29]([F:32])=[CH:28][CH:27]=4)=[CH:21][CH:20]=3)[N:16]=[C:15]([C:33]([NH2:35])=[O:34])[CH:14]=2)[S:9]([CH3:12])(=[O:11])=[O:10])[CH2:4][O:3]1.C(Cl)Cl.CO.Cl.O. Given the product [OH:6][CH:5]([CH2:4][OH:3])[CH2:7][N:8]([C:13]1[N:18]=[C:17]([C:19]2[CH:24]=[CH:23][C:22]([O:25][C:26]3[CH:31]=[CH:30][C:29]([F:32])=[CH:28][CH:27]=3)=[CH:21][CH:20]=2)[N:16]=[C:15]([C:33]([NH2:35])=[O:34])[CH:14]=1)[S:9]([CH3:12])(=[O:11])=[O:10], predict the reactants needed to synthesize it.